From a dataset of Reaction yield outcomes from USPTO patents with 853,638 reactions. Predict the reaction yield, written as a fraction of the theoretical maximum amount of product (1.0 means a 100% yield; for example, 0.34 means a 34% yield). (1) The reactants are [C:1]([SiH:5]([C:21]([CH3:24])([CH3:23])[CH3:22])[C:6]1[CH:11]=[CH:10][C:9]([CH2:12]COC2CCCCO2)=[CH:8][CH:7]=1)([CH3:4])([CH3:3])[CH3:2].C1(C)C=CC(S(O)(=O)=O)=CC=1.[C:36]([O-:39])(O)=[O:37].[Na+].CC(C)=O.OS(O)(=O)=O.O=[Cr](=O)=O. The catalyst is C(O)C. The product is [C:21]([SiH:5]([C:1]([CH3:4])([CH3:3])[CH3:2])[C:6]1[CH:7]=[CH:8][C:9]([CH2:12][C:36]([OH:39])=[O:37])=[CH:10][CH:11]=1)([CH3:24])([CH3:23])[CH3:22]. The yield is 0.800. (2) The reactants are [Br:1][C:2]1[CH:6]=[N:5][N:4]([CH3:7])[C:3]=1[C:8]1[CH:9]=[C:10]([NH:15][C:16]([NH:18][C:19]2[CH:24]=[CH:23][C:22]([F:25])=[CH:21][C:20]=2[F:26])=[O:17])[CH:11]=[CH:12][C:13]=1[OH:14].C1C=CC(P(C2C=CC=CC=2)C2C=CC=CC=2)=CC=1.[CH3:46][N:47]([CH3:51])[CH2:48][CH2:49]O.CC(OC(/N=N/C(OC(C)C)=O)=O)C. The catalyst is C1COCC1. The product is [Br:1][C:2]1[CH:6]=[N:5][N:4]([CH3:7])[C:3]=1[C:8]1[CH:9]=[C:10]([NH:15][C:16]([NH:18][C:19]2[CH:24]=[CH:23][C:22]([F:25])=[CH:21][C:20]=2[F:26])=[O:17])[CH:11]=[CH:12][C:13]=1[O:14][CH2:49][CH2:48][N:47]([CH3:51])[CH3:46]. The yield is 0.310. (3) The reactants are [CH3:1][CH:2]1[CH2:7][NH:6][CH2:5][CH2:4][NH:3]1.[F:8][C:9]1[CH:16]=[CH:15][C:12]([CH2:13]Br)=[CH:11][CH:10]=1. The catalyst is C(Cl)Cl. The product is [F:8][C:9]1[CH:16]=[CH:15][C:12]([CH2:13][N:6]2[CH2:5][CH2:4][NH:3][CH:2]([CH3:1])[CH2:7]2)=[CH:11][CH:10]=1. The yield is 0.120. (4) The reactants are [NH:1]1[CH2:6][CH2:5][CH2:4][CH2:3][C@@H:2]1[C:7]([OH:9])=[O:8].S(Cl)(Cl)=O.[CH3:14]O. No catalyst specified. The product is [NH:1]1[CH2:6][CH2:5][CH2:4][CH2:3][C@@H:2]1[C:7]([O:9][CH3:14])=[O:8]. The yield is 0.920. (5) The reactants are [C:1]([O:5][C:6]([N:8]([CH3:32])[C@H:9]1[C@@H:13]([O:14][Si:15]([C:18]([CH3:21])([CH3:20])[CH3:19])([CH3:17])[CH3:16])[CH2:12][N:11](C(OCC2C=CC=CC=2)=O)[CH2:10]1)=[O:7])([CH3:4])([CH3:3])[CH3:2]. The catalyst is CCO.[OH-].[OH-].[Pd+2]. The product is [Si:15]([O:14][C@H:13]1[CH2:12][NH:11][CH2:10][C@H:9]1[N:8]([CH3:32])[C:6](=[O:7])[O:5][C:1]([CH3:4])([CH3:3])[CH3:2])([C:18]([CH3:21])([CH3:20])[CH3:19])([CH3:16])[CH3:17]. The yield is 1.00. (6) The reactants are Br[C:2]1[CH:7]=[C:6]([F:8])[CH:5]=[C:4]([F:9])[CH:3]=1.[O:10]1[CH2:15][CH2:14][C:13](=[O:16])[CH2:12][CH2:11]1. The catalyst is C1COCC1. The product is [F:9][C:4]1[CH:3]=[C:2]([C:13]2([OH:16])[CH2:14][CH2:15][O:10][CH2:11][CH2:12]2)[CH:7]=[C:6]([F:8])[CH:5]=1. The yield is 0.710. (7) The reactants are [NH:1]1[C:9]2[C:4](=[CH:5][CH:6]=[CH:7][CH:8]=2)[CH2:3][C:2]1=[O:10].[CH:11]([N:13]1[CH2:18][CH2:17][N:16]([C:19]2[CH:26]=[CH:25][C:22]([CH:23]=O)=[CH:21][CH:20]=2)[CH2:15][CH2:14]1)=[O:12]. The catalyst is N1CCCCC1.C(O)C. The product is [CH2:18]1[N:13]([CH:11]=[O:12])[CH2:14][CH2:15][N:16]([C:19]2[CH:26]=[CH:25][C:22](/[CH:23]=[C:3]3\[C:4]4[C:9]([NH:1][C:2]\3=[O:10])=[CH:8][CH:7]=[CH:6][CH:5]=4)=[CH:21][CH:20]=2)[CH2:17]1. The yield is 0.650. (8) The reactants are [Al+3].[Cl-].[Cl-].[Cl-].[NH2:5][C:6]1[CH:7]=[C:8]([CH:10]=[CH:11][C:12]=1[CH3:13])[NH2:9].C[O:15][C:16](=O)[C:17]1[CH:22]=[CH:21][C:20]([CH2:23][N:24]2[CH2:29][CH2:28][N:27]([CH3:30])[CH2:26][CH2:25]2)=[CH:19][CH:18]=1.C(C(C(C([O-])=O)O)O)([O-])=O.[Na+].[K+].C([O-])(O)=O.[Na+]. The catalyst is C1(C)C=CC=CC=1.C(#N)C.COC(C)(C)C. The product is [NH2:5][C:6]1[CH:7]=[C:8]([NH:9][C:16](=[O:15])[C:17]2[CH:18]=[CH:19][C:20]([CH2:23][N:24]3[CH2:25][CH2:26][N:27]([CH3:30])[CH2:28][CH2:29]3)=[CH:21][CH:22]=2)[CH:10]=[CH:11][C:12]=1[CH3:13]. The yield is 0.750. (9) The reactants are [Si:1]([O:8][C@@H:9]1[C@@H:13]([CH2:14][O:15][Si](C(C)(C)C)(C)C)[O:12][C@@H:11]([N:23]2[C:31]3[CH:30]=[CH:29][N:28]=[C:27](Cl)[C:26]=3[CH:25]=[CH:24]2)[CH2:10]1)([C:4]([CH3:7])([CH3:6])[CH3:5])([CH3:3])[CH3:2].[CH2:33]([NH2:40])[C:34]1[CH:39]=[CH:38][CH:37]=[CH:36][CH:35]=1.CC(C)([O-])C.[Na+]. The catalyst is C1C=CC(/C=C/C(/C=C/C2C=CC=CC=2)=O)=CC=1.C1C=CC(/C=C/C(/C=C/C2C=CC=CC=2)=O)=CC=1.C1C=CC(/C=C/C(/C=C/C2C=CC=CC=2)=O)=CC=1.[Pd].[Pd].C1(P(C2CCCCC2)C2C=CC=CC=2C2C=CC=CC=2)CCCCC1.O1CCOCC1. The product is [CH2:33]([NH:40][C:27]1[C:26]2[CH:25]=[CH:24][N:23]([C@@H:11]3[O:12][C@H:13]([CH2:14][OH:15])[C@@H:9]([O:8][Si:1]([C:4]([CH3:7])([CH3:6])[CH3:5])([CH3:2])[CH3:3])[CH2:10]3)[C:31]=2[CH:30]=[CH:29][N:28]=1)[C:34]1[CH:39]=[CH:38][CH:37]=[CH:36][CH:35]=1. The yield is 0.280.